This data is from Forward reaction prediction with 1.9M reactions from USPTO patents (1976-2016). The task is: Predict the product of the given reaction. Given the reactants C1(P(=[CH:20][C:21]([O:23][CH3:24])=[O:22])(C2C=CC=CC=2)C2C=CC=CC=2)C=CC=CC=1.[CH:25]([C:27]1[N:28]=[CH:29][N:30]2[CH:34]=[CH:33][S:32][C:31]=12)=O.C(OCC)(=O)C, predict the reaction product. The product is: [CH3:24][O:23][C:21]([CH:20]=[CH:25][C:27]1[N:28]=[CH:29][N:30]2[CH:34]=[CH:33][S:32][C:31]=12)=[O:22].